This data is from Reaction yield outcomes from USPTO patents with 853,638 reactions. The task is: Predict the reaction yield, written as a fraction of the theoretical maximum amount of product (1.0 means a 100% yield; for example, 0.34 means a 34% yield). (1) The reactants are [CH3:1][NH:2][C:3]([C@@H:5]1[CH2:9][CH2:8][CH2:7][C@@H:6]1[NH:10][C:11]1[C:16]([Cl:17])=[CH:15][N:14]=[C:13](Cl)[N:12]=1)=[O:4].[CH3:19][O:20][CH2:21][CH2:22][N:23]1[CH2:29][CH2:28][C:27]2[CH:30]=[C:31]([NH2:34])[CH:32]=[CH:33][C:26]=2[CH2:25][CH2:24]1.C12(CS(O)(=O)=O)C(C)(C)C(CC1)CC2=O. The catalyst is C(O)(C)C. The product is [CH3:1][NH:2][C:3]([C@@H:5]1[CH2:9][CH2:8][CH2:7][C@@H:6]1[NH:10][C:11]1[C:16]([Cl:17])=[CH:15][N:14]=[C:13]([NH:34][C:31]2[CH:32]=[CH:33][C:26]3[CH2:25][CH2:24][N:23]([CH2:22][CH2:21][O:20][CH3:19])[CH2:29][CH2:28][C:27]=3[CH:30]=2)[N:12]=1)=[O:4]. The yield is 0.530. (2) The reactants are Br[C:2]1[CH:12]=[CH:11][C:5]([C:6]([O:8][CH2:9][CH3:10])=[O:7])=[CH:4][CH:3]=1.CC1(C)OB([C:19]2[CH2:20][CH2:21][N:22]([C:25]([O:27][C:28]([CH3:31])([CH3:30])[CH3:29])=[O:26])[CH2:23][CH:24]=2)OC1(C)C.C(=O)([O-])[O-].[K+].[K+]. The catalyst is O1CCOCC1.C(OCC)(=O)C.C1C=CC([P]([Pd]([P](C2C=CC=CC=2)(C2C=CC=CC=2)C2C=CC=CC=2)([P](C2C=CC=CC=2)(C2C=CC=CC=2)C2C=CC=CC=2)[P](C2C=CC=CC=2)(C2C=CC=CC=2)C2C=CC=CC=2)(C2C=CC=CC=2)C2C=CC=CC=2)=CC=1. The product is [CH2:9]([O:8][C:6]([C:5]1[CH:11]=[CH:12][C:2]([C:19]2[CH2:24][CH2:23][N:22]([C:25]([O:27][C:28]([CH3:31])([CH3:30])[CH3:29])=[O:26])[CH2:21][CH:20]=2)=[CH:3][CH:4]=1)=[O:7])[CH3:10]. The yield is 0.690. (3) The reactants are [N+:1]([CH2:3][C:4]([O:6][CH2:7][CH3:8])=[O:5])#[C-:2].[CH2:9]1[CH2:19][CH2:18]N2C(=NCCC2)CC1.C=[O:21].C1C[O:25][CH2:24][CH2:23]1. No catalyst specified. The product is [NH:1]1[CH:2]=[C:19]([C:18]([O:25][CH2:24][CH3:23])=[O:21])[CH:9]=[C:3]1[C:4]([O:6][CH2:7][CH3:8])=[O:5]. The yield is 0.260. (4) The reactants are [NH2:1][CH:2]([C:4]1[CH:5]=[C:6]([C:20]2[N:25]=[C:24]([CH3:26])[N:23]=[C:22]([N:27](CC3C=CC(OC)=CC=3)CC3C=CC(OC)=CC=3)[N:21]=2)[C:7]([NH:10][C:11]2[CH:12]=[N:13][C:14]([O:18][CH3:19])=[C:15]([F:17])[CH:16]=2)=[N:8][CH:9]=1)[CH3:3].S(O)(C(F)(F)F)(=O)=O.FC(C(O)=O)(F)F.[OH-].[Na+]. No catalyst specified. The product is [NH2:1][CH:2]([C:4]1[CH:5]=[C:6]([C:20]2[N:25]=[C:24]([CH3:26])[N:23]=[C:22]([NH2:27])[N:21]=2)[C:7]([NH:10][C:11]2[CH:12]=[N:13][C:14]([O:18][CH3:19])=[C:15]([F:17])[CH:16]=2)=[N:8][CH:9]=1)[CH3:3]. The yield is 0.880.